Predict the reaction yield, written as a fraction of the theoretical maximum amount of product (1.0 means a 100% yield; for example, 0.34 means a 34% yield). From a dataset of Reaction yield outcomes from USPTO patents with 853,638 reactions. (1) The product is [C:29]([O:32][CH2:33][C:34]([O:35][C:36]1[CH:37]=[CH:38][C:39]([N:8]2[C:9](=[O:26])[C:10]([CH2:11][C:12]3[CH:17]=[CH:16][C:15]([C:18]4[CH:23]=[CH:22][CH:21]=[CH:20][C:19]=4[C:24]#[N:25])=[CH:14][CH:13]=3)=[C:5]([CH2:1][CH2:2][CH2:3][CH3:4])[N:6]=[C:7]2[CH2:27][CH3:28])=[CH:40][CH:41]=1)([CH3:46])[CH3:45])(=[O:31])[CH3:30]. The yield is 0.760. The reactants are [CH2:1]([C:5]1[N:6]=[C:7]([CH2:27][CH3:28])[NH:8][C:9](=[O:26])[C:10]=1[CH2:11][C:12]1[CH:17]=[CH:16][C:15]([C:18]2[C:19]([C:24]#[N:25])=[CH:20][CH:21]=[CH:22][CH:23]=2)=[CH:14][CH:13]=1)[CH2:2][CH2:3][CH3:4].[C:29]([O:32][CH2:33][C:34]([CH3:46])([CH3:45])[O:35][C:36]1[CH:41]=[CH:40][C:39](B(O)O)=[CH:38][CH:37]=1)(=[O:31])[CH3:30].C(N(CC)CC)C.N1C=CC=CC=1. The catalyst is ClCCl.C(OCC)(=O)C.C([O-])(=O)C.[Cu+2].C([O-])(=O)C. (2) The reactants are CS(C)=O.[F:5][C:6]1[CH:19]=[C:18](/[CH:20]=[CH:21]/[N+:22]([O-:24])=[O:23])[CH:17]=[CH:16][C:7]=1[O:8][CH2:9][C:10]1[CH:15]=[CH:14][CH:13]=[CH:12][N:11]=1.C(O)(=O)C.[BH4-].[Na+]. The catalyst is O. The product is [F:5][C:6]1[CH:19]=[C:18]([CH2:20][CH2:21][N+:22]([O-:24])=[O:23])[CH:17]=[CH:16][C:7]=1[O:8][CH2:9][C:10]1[CH:15]=[CH:14][CH:13]=[CH:12][N:11]=1. The yield is 0.498. (3) The reactants are [CH2:1]([O:8][C@H:9]1[C@H:13]([O:14][CH2:15][C:16]2[CH:21]=[CH:20][CH:19]=[CH:18][CH:17]=2)[CH:12]=[N+:11]([O-:22])[C@@H:10]1[CH2:23][O:24][CH2:25][C:26]1[CH:31]=[CH:30][CH:29]=[CH:28][CH:27]=1)[C:2]1[CH:7]=[CH:6][CH:5]=[CH:4][CH:3]=1.[CH2:32]([Mg]Cl)[CH:33]=[CH2:34].[NH4+].[Cl-]. The catalyst is C1COCC1. The product is [CH2:34]([C@@H:12]1[C@@H:13]([O:14][CH2:15][C:16]2[CH:21]=[CH:20][CH:19]=[CH:18][CH:17]=2)[C@H:9]([O:8][CH2:1][C:2]2[CH:3]=[CH:4][CH:5]=[CH:6][CH:7]=2)[C@@H:10]([CH2:23][O:24][CH2:25][C:26]2[CH:31]=[CH:30][CH:29]=[CH:28][CH:27]=2)[N:11]1[OH:22])[CH:33]=[CH2:32]. The yield is 0.750.